Predict the product of the given reaction. From a dataset of Forward reaction prediction with 1.9M reactions from USPTO patents (1976-2016). (1) Given the reactants [Cl:1][C:2]1[CH:3]=[C:4]([CH:6]=[CH:7][C:8]=1[CH3:9])[NH2:5].[I:10](Cl)(=O)=O.I(Cl)(=O)=O.C([N+](C)(C)C)C1C=CC=CC=1.C([O-])([O-])=O.[Ca+2], predict the reaction product. The product is: [Cl:1][C:2]1[C:8]([CH3:9])=[CH:7][C:6]([I:10])=[C:4]([CH:3]=1)[NH2:5]. (2) Given the reactants [Cl:1][C:2]1[C:7]([Cl:8])=[CH:6][C:5]([NH:9][C:10]2[C:19]3[C:14](=[CH:15][C:16]([O:23][CH2:24][CH2:25][O:26][CH2:27][CH2:28][OH:29])=[C:17]([N+:20]([O-:22])=[O:21])[CH:18]=3)[N:13]=[CH:12][N:11]=2)=[C:4]([F:30])[CH:3]=1.C(N(CC)CC)C.[CH3:38][S:39](Cl)(=[O:41])=[O:40], predict the reaction product. The product is: [Cl:1][C:2]1[C:7]([Cl:8])=[CH:6][C:5]([NH:9][C:10]2[C:19]3[C:14](=[CH:15][C:16]([O:23][CH2:24][CH2:25][O:26][CH2:27][CH2:28][O:29][S:39]([CH3:38])(=[O:41])=[O:40])=[C:17]([N+:20]([O-:22])=[O:21])[CH:18]=3)[N:13]=[CH:12][N:11]=2)=[C:4]([F:30])[CH:3]=1. (3) Given the reactants Cl.[CH:2]1([NH:8][NH2:9])[CH2:7][CH2:6][CH2:5][CH2:4][CH2:3]1.[CH2:10]([O:12][C:13](=[O:21])[CH:14]([C:18](=O)[CH3:19])[C:15](=O)[CH3:16])[CH3:11].N1C=CC=CC=1, predict the reaction product. The product is: [CH2:10]([O:12][C:13]([C:14]1[C:15]([CH3:16])=[N:9][N:8]([CH:2]2[CH2:7][CH2:6][CH2:5][CH2:4][CH2:3]2)[C:18]=1[CH3:19])=[O:21])[CH3:11]. (4) Given the reactants Cl.[CH3:2][O:3][C:4]1[CH:9]=[CH:8][C:7]([CH2:10][C:11]([NH2:13])=[NH:12])=[CH:6][CH:5]=1.O.[NH2:15]N.[C:17]([NH:20][CH:21]([CH3:29])[C:22](=O)[C:23](OCC)=[O:24])(=[O:19])[CH3:18], predict the reaction product. The product is: [CH3:2][O:3][C:4]1[CH:5]=[CH:6][C:7]([CH2:10][C:11]2[NH:13][C:23](=[O:24])[C:22]([CH:21]([NH:20][C:17](=[O:19])[CH3:18])[CH3:29])=[N:15][N:12]=2)=[CH:8][CH:9]=1.